The task is: Predict the reaction yield, written as a fraction of the theoretical maximum amount of product (1.0 means a 100% yield; for example, 0.34 means a 34% yield).. This data is from Reaction yield outcomes from USPTO patents with 853,638 reactions. The reactants are [NH:1]1[CH:5]=[CH:4][N:3]=[CH:2]1.[Li][CH2:7][CH2:8][CH2:9]C.CN([CH:14]=[O:15])C. The catalyst is C1COCC1. The product is [CH:8]([N:1]1[CH:5]=[CH:4][N:3]=[C:2]1[CH:14]=[O:15])([CH3:9])[CH3:7]. The yield is 0.650.